This data is from CYP2C19 inhibition data for predicting drug metabolism from PubChem BioAssay. The task is: Regression/Classification. Given a drug SMILES string, predict its absorption, distribution, metabolism, or excretion properties. Task type varies by dataset: regression for continuous measurements (e.g., permeability, clearance, half-life) or binary classification for categorical outcomes (e.g., BBB penetration, CYP inhibition). Dataset: cyp2c19_veith. (1) The molecule is O=C(c1ccccc1)c1nc2ccccc2n(CCCn2c(=O)c(C(=O)c3ccccc3)nc3ccccc32)c1=O. The result is 1 (inhibitor). (2) The result is 0 (non-inhibitor). The drug is Cc1nc(N=Nc2ccc(S(=O)(=O)[O-])cc2S(=O)(=O)[O-])c(COP(=O)([O-])[O-])c(C=O)c1O.[Na+].[Na+].[Na+].[Na+]. (3) The molecule is CC(C)(C)NC(=O)COC(=O)c1cncc(Br)c1. The result is 1 (inhibitor). (4) The compound is CC(=O)Nc1ccc(Nc2ncc([N+](=O)[O-])c(Nc3ccc(NC(C)=O)cc3)n2)cc1. The result is 1 (inhibitor). (5) The compound is CC(N)Cc1ccccc1Sc1ccc(O)cc1.O=C(O)C(=O)O. The result is 1 (inhibitor). (6) The drug is CCc1cccc(NC(=O)CN(C)S(=O)(=O)c2cnc[nH]2)c1. The result is 1 (inhibitor). (7) The compound is COc1ccc(-c2nc3cnc(Nc4cccc(OC)c4)nc3n(C[C@H]3CCCO3)c2=O)cc1. The result is 0 (non-inhibitor). (8) The compound is CCn1c(SCC(=O)N/N=C/C=C\c2ccccc2[N+](=O)[O-])nnc1-c1ccccc1. The result is 1 (inhibitor). (9) The molecule is Cc1ccc(C)c(-n2c(Cc3cc(=O)[nH]c(=O)[nH]3)nnc2SCC(=O)NCC2CCCO2)c1. The result is 0 (non-inhibitor).